Task: Predict the reactants needed to synthesize the given product.. Dataset: Full USPTO retrosynthesis dataset with 1.9M reactions from patents (1976-2016) (1) The reactants are: [F:1][C:2]1[CH:3]=[C:4]([C:14](=[O:16])C)[CH:5]=[CH:6][C:7]=1[O:8][CH:9]([CH3:13])[CH2:10][CH2:11][CH3:12].[OH-].[Na+].BrBr.[Br-].S(OS([O-])=O)([O-])=[O:23].[Na+].[Na+].Cl. Given the product [F:1][C:2]1[CH:3]=[C:4]([CH:5]=[CH:6][C:7]=1[O:8][CH:9]([CH3:13])[CH2:10][CH2:11][CH3:12])[C:14]([OH:16])=[O:23], predict the reactants needed to synthesize it. (2) Given the product [Cl:21][CH:17]([CH2:18][C:10]1[CH:11]=[C:6]([F:5])[CH:7]=[CH:8][C:9]=1[O:13][CH3:14])[CH:15]=[O:16], predict the reactants needed to synthesize it. The reactants are: N([O-])=O.[Na+].[F:5][C:6]1[CH:7]=[CH:8][C:9]([O:13][CH3:14])=[C:10](N)[CH:11]=1.[CH:15]([CH:17]=[CH2:18])=[O:16].[O-2].[Ca+2].[ClH:21]. (3) Given the product [F:1][C:2]1[CH:3]=[CH:4][C:5]([CH2:6][CH2:8][CH2:9][C:10]([OH:12])=[O:11])=[CH:13][CH:14]=1, predict the reactants needed to synthesize it. The reactants are: [F:1][C:2]1[CH:14]=[CH:13][C:5]([C:6]([CH2:8][CH2:9][C:10]([OH:12])=[O:11])=O)=[CH:4][CH:3]=1.Cl(O)(=O)(=O)=O.[H][H]. (4) Given the product [C:17]([C:2]1[CH:3]=[C:4]([CH:9]=[CH:10][C:11]=1[CH3:12])[C:5]([OH:7])=[O:6])#[CH:18], predict the reactants needed to synthesize it. The reactants are: I[C:2]1[CH:3]=[C:4]([CH:9]=[CH:10][C:11]=1[CH3:12])[C:5]([O:7]C)=[O:6].C[Si]([C:17]#[CH:18])(C)C.N.